From a dataset of Forward reaction prediction with 1.9M reactions from USPTO patents (1976-2016). Predict the product of the given reaction. Given the reactants [OH:1][CH2:2][CH:3]1[CH2:11][C:10]2[C:5](=[CH:6][CH:7]=[CH:8][CH:9]=2)[N:4]1[C:12]([O:14][CH2:15][C:16]1[CH:21]=[CH:20][CH:19]=[CH:18][CH:17]=1)=[O:13].[I:22]N1C(=O)CCC1=O, predict the reaction product. The product is: [OH:1][CH2:2][CH:3]1[CH2:11][C:10]2[C:5](=[CH:6][CH:7]=[C:8]([I:22])[CH:9]=2)[N:4]1[C:12]([O:14][CH2:15][C:16]1[CH:21]=[CH:20][CH:19]=[CH:18][CH:17]=1)=[O:13].